From a dataset of Full USPTO retrosynthesis dataset with 1.9M reactions from patents (1976-2016). Predict the reactants needed to synthesize the given product. (1) Given the product [C:50]([O:49][C:47]([N:54]1[CH2:59][CH2:58][N:57]([C:10]2[C:11]3[C:17]([O:18][CH3:19])=[CH:16][N:15]=[CH:14][C:12]=3[N:13]=[C:8]([C:6]3[CH:5]=[CH:4][N:3]=[C:2]([Cl:1])[CH:7]=3)[N:9]=2)[CH2:56][CH2:55]1)=[O:48])([CH3:53])([CH3:51])[CH3:52], predict the reactants needed to synthesize it. The reactants are: [Cl:1][C:2]1[CH:7]=[C:6]([C:8]2[N:9]=[C:10](O)[C:11]3[C:17]([O:18][CH3:19])=[CH:16][N:15]=[CH:14][C:12]=3[N:13]=2)[CH:5]=[CH:4][N:3]=1.C(N(CC)CC)C.C(C1C=C(C(C)C)C=C(C(C)C)C=1S(Cl)(=O)=O)(C)C.[C:47]([N:54]1[CH2:59][CH2:58][NH:57][CH2:56][CH2:55]1)([O:49][C:50]([CH3:53])([CH3:52])[CH3:51])=[O:48]. (2) Given the product [CH3:11][O:12][C:13]([C@@H:15]1[CH2:19][C@@H:18]([OH:20])[CH2:17][N:16]1[CH2:8][C:4]1[CH:5]=[CH:6][CH:7]=[C:2]([Cl:1])[CH:3]=1)=[O:14], predict the reactants needed to synthesize it. The reactants are: [Cl:1][C:2]1[CH:7]=[CH:6][CH:5]=[C:4]([CH2:8]Cl)[CH:3]=1.Cl.[CH3:11][O:12][C:13]([CH:15]1[CH2:19][CH:18]([OH:20])[CH2:17][NH:16]1)=[O:14].C(N(CC)CC)C.[OH-].[Na+]. (3) Given the product [OH:28][C@@H:16]1[CH2:17][CH:18]2[C@:23]([CH3:24])([CH2:22][CH2:21][C:20](=[O:48])[CH2:19]2)[C@@H:25]2[C@@H:15]1[C@H:6]1[C@@:4]([CH2:27][CH2:26]2)([CH3:5])[C:3](=[O:12])[CH2:8][CH2:7]1, predict the reactants needed to synthesize it. The reactants are: C1CO[C:8]23OCC[O:12][C:3]2([C@:4]2([CH2:27][CH2:26][C@H:25]4[C@@H:15]([C@H:16]([OH:28])[CH2:17][CH:18]5[C@:23]4([CH3:24])[CH2:22][CH2:21][CH2:20][CH2:19]5)[C@@H:6]2[CH2:7]3)[CH3:5])O1.C=C1C2[C@](C)(CCC(=[O:48])C2)[C@@H]2[C@H]([C@H]3[C@@](CC2)(C)C(=O)CC3)C1. (4) Given the product [C:5]([N:4]1[C:8]2[C:13](=[CH:12][CH:11]=[CH:10][CH:9]=2)[C:2]([CH3:1])([CH3:14])[CH2:3]1)(=[O:7])[CH3:6], predict the reactants needed to synthesize it. The reactants are: [CH3:1][C:2](=[CH2:14])[CH2:3][N:4]([C:8]1[CH:13]=[CH:12][CH:11]=[CH:10][CH:9]=1)[C:5](=[O:7])[CH3:6].[Cl-].[Cl-].[Cl-].[Al+3].C1(C)C=CC=CC=1.O. (5) Given the product [Cl:1][C:2]1[CH:15]=[CH:14][C:5]2[S:6][C:7]([C:11](=[O:13])/[CH:12]=[CH:16]/[N:17]([CH3:19])[CH3:18])=[C:8]([CH2:9][CH3:10])[C:4]=2[CH:3]=1, predict the reactants needed to synthesize it. The reactants are: [Cl:1][C:2]1[CH:15]=[CH:14][C:5]2[S:6][C:7]([C:11](=[O:13])[CH3:12])=[C:8]([CH2:9][CH3:10])[C:4]=2[CH:3]=1.[CH3:16][N:17]([CH:19](OC)OC)[CH3:18]. (6) Given the product [O:10]1[CH2:11][CH2:6][NH:7][C:8]2[CH:15]=[C:14]([CH2:16][C:17]([O:19][CH3:20])=[O:18])[CH:13]=[CH:12][C:9]1=2, predict the reactants needed to synthesize it. The reactants are: CSC.B.O=[C:6]1[CH2:11][O:10][C:9]2[CH:12]=[CH:13][C:14]([CH2:16][C:17]([O:19][CH3:20])=[O:18])=[CH:15][C:8]=2[NH:7]1.CO. (7) Given the product [CH3:2][O:19][C:17](=[O:18])[C:16]1[CH:20]=[CH:21][C:22]([N+:23]([O-:25])=[O:24])=[C:14]([NH:36][CH2:35][CH2:34][NH:33][C:26]([O:28][C:29]([CH3:30])([CH3:31])[CH3:32])=[O:27])[CH:15]=1, predict the reactants needed to synthesize it. The reactants are: O1CCOC[CH2:2]1.C([O-])([O-])=O.[K+].[K+].F[C:14]1[CH:15]=[C:16]([CH:20]=[CH:21][C:22]=1[N+:23]([O-:25])=[O:24])[C:17]([OH:19])=[O:18].[C:26]([NH:33][CH2:34][CH2:35][NH2:36])([O:28][C:29]([CH3:32])([CH3:31])[CH3:30])=[O:27].